Task: Predict the product of the given reaction.. Dataset: Forward reaction prediction with 1.9M reactions from USPTO patents (1976-2016) (1) The product is: [CH:17]([C:14]1[CH:13]=[CH:12][C:11]([CH:7]2[C:6]3[C:5]([CH3:20])=[C:4]([NH:21][C:22](=[O:28])[CH2:23][C:24]([CH3:27])([CH3:25])[CH3:26])[C:3]([CH3:29])=[C:2]([C:37]4[CH:38]=[CH:39][CH:40]=[C:35]([N:30]5[CH2:31][CH2:32][CH2:33][CH2:34]5)[CH:36]=4)[C:10]=3[O:9][CH2:8]2)=[CH:16][CH:15]=1)([CH3:19])[CH3:18]. Given the reactants Br[C:2]1[C:10]2[O:9][CH2:8][CH:7]([C:11]3[CH:16]=[CH:15][C:14]([CH:17]([CH3:19])[CH3:18])=[CH:13][CH:12]=3)[C:6]=2[C:5]([CH3:20])=[C:4]([NH:21][C:22](=[O:28])[CH2:23][C:24]([CH3:27])([CH3:26])[CH3:25])[C:3]=1[CH3:29].[N:30]1([C:35]2[CH:36]=[C:37](B(O)O)[CH:38]=[CH:39][CH:40]=2)[CH2:34][CH2:33][CH2:32][CH2:31]1, predict the reaction product. (2) Given the reactants [Cl-].Cl[C:3]1[N:8]=[C:7]([C:9]2[S:13][CH:12]=[N:11][C:10]=2[C:14]2[CH:15]=[C:16]([NH:20][C:21](=[O:30])[C:22]3[CH:27]=[C:26]([F:28])[CH:25]=[CH:24][C:23]=3[F:29])[CH:17]=[CH:18][CH:19]=2)[CH:6]=[CH:5][N:4]=1.[CH2:31]([N:33]([CH2:44][CH3:45])[CH2:34][CH2:35][O:36][C:37]1[CH:38]=[C:39]([NH2:43])[CH:40]=[CH:41][CH:42]=1)[CH3:32], predict the reaction product. The product is: [CH2:44]([N:33]([CH2:31][CH3:32])[CH2:34][CH2:35][O:36][C:37]1[CH:38]=[C:39]([NH:43][C:3]2[N:8]=[C:7]([C:9]3[S:13][CH:12]=[N:11][C:10]=3[C:14]3[CH:15]=[C:16]([NH:20][C:21](=[O:30])[C:22]4[CH:27]=[C:26]([F:28])[CH:25]=[CH:24][C:23]=4[F:29])[CH:17]=[CH:18][CH:19]=3)[CH:6]=[CH:5][N:4]=2)[CH:40]=[CH:41][CH:42]=1)[CH3:45]. (3) Given the reactants [H-].[Na+].[F:3][CH:4]([F:17])[C:5]1[C:13]2[C:12](=[O:14])[CH2:11][C:10]([CH3:16])([CH3:15])[CH2:9][C:8]=2[NH:7][N:6]=1.[Br:18][C:19]1[CH:26]=[C:25](F)[CH:24]=[CH:23][C:20]=1[C:21]#[N:22], predict the reaction product. The product is: [Br:18][C:19]1[CH:26]=[C:25]([N:7]2[C:8]3[CH2:9][C:10]([CH3:15])([CH3:16])[CH2:11][C:12](=[O:14])[C:13]=3[C:5]([CH:4]([F:3])[F:17])=[N:6]2)[CH:24]=[CH:23][C:20]=1[C:21]#[N:22]. (4) The product is: [C:1](=[O:9])([O:6][CH2:7][CH3:8])[O:2][CH:3]([I:10])[CH3:4]. Given the reactants [C:1](=[O:9])([O:6][CH2:7][CH3:8])[O:2][CH:3](Cl)[CH3:4].[I-:10].[Na+], predict the reaction product. (5) Given the reactants [Br-:1].[CH:2]1([C@@:7]([OH:33])([C:27]2[CH:32]=[CH:31][CH:30]=[CH:29][CH:28]=2)[C:8]([O:10][CH:11]2[CH2:16][CH2:15][N+:14]([CH3:26])([CH2:17][CH2:18]CC3C=CC=CC=3)[CH2:13][CH2:12]2)=[O:9])[CH2:6][CH2:5][CH2:4][CH2:3]1.[Br-].OC1CC[N+](C)(CCCC2C=CC=CC=2)CC1.[Br-].OC1CC[N+](C)(CC[O:62][C:63]2[CH:68]=[CH:67][CH:66]=[CH:65][CH:64]=2)CC1, predict the reaction product. The product is: [Br-:1].[CH:2]1([C@@:7]([OH:33])([C:27]2[CH:28]=[CH:29][CH:30]=[CH:31][CH:32]=2)[C:8]([O:10][CH:11]2[CH2:12][CH2:13][N+:14]([CH3:26])([CH2:17][CH2:18][O:62][C:63]3[CH:68]=[CH:67][CH:66]=[CH:65][CH:64]=3)[CH2:15][CH2:16]2)=[O:9])[CH2:6][CH2:5][CH2:4][CH2:3]1.